Task: Predict the reactants needed to synthesize the given product.. Dataset: Full USPTO retrosynthesis dataset with 1.9M reactions from patents (1976-2016) (1) Given the product [CH2:54]([C:51]1[CH:50]=[N:49][C:48]([N:24]2[CH2:25][CH2:26][CH:21]([C:18]3[CH:19]=[CH:20][C:15]([CH2:14][N:10]4[C:11]5[C:7](=[CH:6][C:5]([S:2]([CH3:1])(=[O:4])=[O:3])=[CH:13][CH:12]=5)[CH:8]=[CH:9]4)=[N:16][CH:17]=3)[CH2:22][CH2:23]2)=[N:53][CH:52]=1)[CH3:55], predict the reactants needed to synthesize it. The reactants are: [CH3:1][S:2]([C:5]1[CH:6]=[C:7]2[C:11](=[CH:12][CH:13]=1)[N:10]([CH2:14][C:15]1[CH:20]=[CH:19][C:18]([CH:21]3[CH2:26][CH2:25][N:24](C(OC(C)(C)C)=O)[CH2:23][CH2:22]3)=[CH:17][N:16]=1)[CH:9]=[CH:8]2)(=[O:4])=[O:3].FC(F)(F)C(O)=O.C(=O)([O-])[O-].[K+].[K+].Br[C:48]1[N:53]=[CH:52][C:51]([CH2:54][CH3:55])=[CH:50][N:49]=1. (2) Given the product [C:26]([O:30][C:31]([CH:33]1[CH2:38][CH2:37][CH2:36][S:35](=[O:40])(=[O:39])[N:34]1[CH2:2][C:3]1[CH:25]=[CH:24][CH:23]=[C:5]([CH2:6][O:7][C:8]2[CH:13]=[CH:12][C:11]([C:14]3[CH:19]=[C:18]([F:20])[C:17]([F:21])=[CH:16][C:15]=3[F:22])=[CH:10][CH:9]=2)[CH:4]=1)=[O:32])([CH3:29])([CH3:27])[CH3:28], predict the reactants needed to synthesize it. The reactants are: Br[CH2:2][C:3]1[CH:4]=[C:5]([CH:23]=[CH:24][CH:25]=1)[CH2:6][O:7][C:8]1[CH:13]=[CH:12][C:11]([C:14]2[CH:19]=[C:18]([F:20])[C:17]([F:21])=[CH:16][C:15]=2[F:22])=[CH:10][CH:9]=1.[C:26]([O:30][C:31]([CH:33]1[CH2:38][CH2:37][CH2:36][S:35](=[O:40])(=[O:39])[NH:34]1)=[O:32])([CH3:29])([CH3:28])[CH3:27].C(=O)([O-])[O-].[K+].[K+]. (3) Given the product [CH:24]1([CH2:30][C:31]([N:19]2[CH2:20][CH2:21][CH:16]([C@H:14]3[CH2:15][C@H:13]3[CH2:12][CH2:11][O:10][C:9]3[CH:8]=[CH:7][C:6]([N:1]4[CH:5]=[N:4][N:3]=[N:2]4)=[CH:23][CH:22]=3)[CH2:17][CH2:18]2)=[O:32])[CH2:29][CH2:28][CH2:27][CH2:26][CH2:25]1, predict the reactants needed to synthesize it. The reactants are: [N:1]1([C:6]2[CH:23]=[CH:22][C:9]([O:10][CH2:11][CH2:12][C@@H:13]3[CH2:15][C@@H:14]3[CH:16]3[CH2:21][CH2:20][NH:19][CH2:18][CH2:17]3)=[CH:8][CH:7]=2)[CH:5]=[N:4][N:3]=[N:2]1.[CH:24]1([CH2:30][C:31](O)=[O:32])[CH2:29][CH2:28][CH2:27][CH2:26][CH2:25]1.C(Cl)CCl.C1C=CC2N(O)N=NC=2C=1.C(N(C(C)C)CC)(C)C. (4) Given the product [S:37]([OH:40])(=[O:39])(=[O:38])[CH3:36].[NH2:1][C:2]1[C:7]2[C:8]([C:11]3[CH:12]=[CH:13][C:14]([NH:17][C:18]([NH:20][C:21]4[CH:26]=[CH:25][CH:24]=[C:23]([F:27])[CH:22]=4)=[O:19])=[CH:15][CH:16]=3)=[CH:9][S:10][C:6]=2[C:5]([C:28]2[CH:29]=[N:30][N:31]([CH2:33][CH2:34][OH:35])[CH:32]=2)=[CH:4][N:3]=1, predict the reactants needed to synthesize it. The reactants are: [NH2:1][C:2]1[C:7]2[C:8]([C:11]3[CH:16]=[CH:15][C:14]([NH:17][C:18]([NH:20][C:21]4[CH:26]=[CH:25][CH:24]=[C:23]([F:27])[CH:22]=4)=[O:19])=[CH:13][CH:12]=3)=[CH:9][S:10][C:6]=2[C:5]([C:28]2[CH:29]=[N:30][N:31]([CH2:33][CH2:34][OH:35])[CH:32]=2)=[CH:4][N:3]=1.[CH3:36][S:37]([OH:40])(=[O:39])=[O:38]. (5) The reactants are: Cl[C:2](=[CH2:7])[C:3]([O:5][CH3:6])=[O:4].[Cl-].C([N+](CC)(CC)CCCC)C.C(=O)([O-])[O-].[K+].[K+].[NH2:26][C:27]1[CH:32]=[CH:31][CH:30]=[CH:29][C:28]=1[C:33]1[NH:34][C:35]2[C:40]([C:41]=1[CH:42]1[CH2:47][CH2:46][CH2:45][CH2:44][CH2:43]1)=[CH:39][CH:38]=[C:37]([C:48]([O:50][CH3:51])=[O:49])[CH:36]=2.C[Si](C=[N+]=[N-])(C)C. Given the product [CH:42]1([C:41]2[C:40]3[CH:39]=[CH:38][C:37]([C:48]([O:50][CH3:51])=[O:49])=[CH:36][C:35]=3[N:34]3[C:33]=2[C:28]2[CH:29]=[CH:30][CH:31]=[CH:32][C:27]=2[NH:26][CH:2]([C:3]([O:5][CH3:6])=[O:4])[CH2:7]3)[CH2:43][CH2:44][CH2:45][CH2:46][CH2:47]1, predict the reactants needed to synthesize it. (6) Given the product [C:1]([C:5]1[CH:29]=[CH:28][C:8]([C:9]([NH:11][C@@H:12]([CH2:13][C:14]2[CH:15]=[CH:16][C:17]([O:20][S:37]([C:40]([F:43])([F:42])[F:41])(=[O:39])=[O:38])=[CH:18][CH:19]=2)[C:21]([O:23][C:24]([CH3:27])([CH3:26])[CH3:25])=[O:22])=[O:10])=[CH:7][CH:6]=1)([CH3:4])([CH3:2])[CH3:3], predict the reactants needed to synthesize it. The reactants are: [C:1]([C:5]1[CH:29]=[CH:28][C:8]([C:9]([NH:11][C@H:12]([C:21]([O:23][C:24]([CH3:27])([CH3:26])[CH3:25])=[O:22])[CH2:13][C:14]2[CH:19]=[CH:18][C:17]([OH:20])=[CH:16][CH:15]=2)=[O:10])=[CH:7][CH:6]=1)([CH3:4])([CH3:3])[CH3:2].C1C=CC(N([S:37]([C:40]([F:43])([F:42])[F:41])(=[O:39])=[O:38])[S:37]([C:40]([F:43])([F:42])[F:41])(=[O:39])=[O:38])=CC=1. (7) Given the product [CH3:3][C:4]1[CH:5]=[C:6]([C:21]2[CH:22]=[N:23][N:24]([CH:26]([CH3:31])[C:27]([OH:29])=[O:28])[CH:25]=2)[CH:7]=[C:8]([NH:10][C:11]2[N:16]=[C:15]([C:17]([F:20])([F:18])[F:19])[CH:14]=[CH:13][N:12]=2)[CH:9]=1, predict the reactants needed to synthesize it. The reactants are: [Li+].[OH-].[CH3:3][C:4]1[CH:5]=[C:6]([C:21]2[CH:22]=[N:23][N:24]([CH:26]([CH3:31])[C:27]([O:29]C)=[O:28])[CH:25]=2)[CH:7]=[C:8]([NH:10][C:11]2[N:16]=[C:15]([C:17]([F:20])([F:19])[F:18])[CH:14]=[CH:13][N:12]=2)[CH:9]=1. (8) Given the product [C:38]([N:57]1[CH:61]=[C:60]([CH:62]([NH:2][CH2:3][CH2:4][CH2:5][C:6]([O:8][CH2:9][CH3:10])=[O:7])[CH2:63][CH3:64])[N:59]=[CH:58]1)([C:45]1[CH:46]=[CH:47][CH:48]=[CH:49][CH:50]=1)([C:51]1[CH:56]=[CH:55][CH:54]=[CH:53][CH:52]=1)[C:39]1[CH:44]=[CH:43][CH:42]=[CH:41][CH:40]=1, predict the reactants needed to synthesize it. The reactants are: Cl.[NH2:2][CH2:3][CH2:4][CH2:5][C:6]([O:8][CH2:9][CH3:10])=[O:7].N1C=C(CN2CC(C3C=CC=CC=3)CC2=O)N2C=CC=CC=12.C([O-])(=O)C.[Na+].[C:38]([N:57]1[CH:61]=[C:60]([C:62](=O)[CH2:63][CH3:64])[N:59]=[CH:58]1)([C:51]1[CH:56]=[CH:55][CH:54]=[CH:53][CH:52]=1)([C:45]1[CH:50]=[CH:49][CH:48]=[CH:47][CH:46]=1)[C:39]1[CH:44]=[CH:43][CH:42]=[CH:41][CH:40]=1.[BH3-]C#N.[Na+].[O-]S([O-])(=O)=O.[Na+].[Na+].